This data is from Peptide-MHC class II binding affinity with 134,281 pairs from IEDB. The task is: Regression. Given a peptide amino acid sequence and an MHC pseudo amino acid sequence, predict their binding affinity value. This is MHC class II binding data. The peptide sequence is VSTIVPYIGPALNIV. The MHC is HLA-DQA10301-DQB10302 with pseudo-sequence HLA-DQA10301-DQB10302. The binding affinity (normalized) is 0.305.